This data is from Full USPTO retrosynthesis dataset with 1.9M reactions from patents (1976-2016). The task is: Predict the reactants needed to synthesize the given product. (1) Given the product [Cl:1][CH2:2][CH2:3][CH2:4][O:5][C:6]1[CH:7]=[CH:8][C:9]([C:12]2[S:13][C:14]([CH2:18][OH:19])=[C:15]([CH3:17])[N:16]=2)=[CH:10][CH:11]=1, predict the reactants needed to synthesize it. The reactants are: [Cl:1][CH2:2][CH2:3][CH2:4][O:5][C:6]1[CH:11]=[CH:10][C:9]([C:12]2[S:13][C:14]([C:18](OC)=[O:19])=[C:15]([CH3:17])[N:16]=2)=[CH:8][CH:7]=1.CO.[BH4-].[Li+].Cl.[OH-].[Na+]. (2) Given the product [C:1]([N:4]1[C:13]2[C:8](=[CH:9][CH:10]=[CH:11][CH:12]=2)[C@H:7]([O:14][C:24]2[CH:29]=[CH:28][CH:27]=[CH:26][CH:25]=2)[CH2:6][C@@H:5]1[CH3:15])(=[O:3])[CH3:2], predict the reactants needed to synthesize it. The reactants are: [C:1]([N:4]1[C:13]2[C:8](=[CH:9][CH:10]=[CH:11][CH:12]=2)[C@H:7]([OH:14])[CH2:6][C@@H:5]1[CH3:15])(=[O:3])[CH3:2].C(O)(=O)C.C(O)(=O)C.[C:24]1([Bi]([C:24]2[CH:29]=[CH:28][CH:27]=[CH:26][CH:25]=2)[C:24]2[CH:29]=[CH:28][CH:27]=[CH:26][CH:25]=2)[CH:29]=[CH:28][CH:27]=[CH:26][CH:25]=1.O. (3) Given the product [C:1]([O:5][C:6]([N:8]1[CH2:15][C:14]2=[C:13]3[N:12]([N:11]=[C:10]2[CH2:9]1)[C:20]([CH3:21])=[C:19]([CH3:23])[CH:18]=[N:16]3)=[O:7])([CH3:4])([CH3:2])[CH3:3], predict the reactants needed to synthesize it. The reactants are: [C:1]([O:5][C:6]([N:8]1[CH2:15][C:14]2[C:10](=[N:11][NH:12][C:13]=2[NH2:16])[CH2:9]1)=[O:7])([CH3:4])([CH3:3])[CH3:2].O/[CH:18]=[C:19](\[CH3:23])/[C:20](=O)[CH3:21]. (4) Given the product [Cl:36][C:37]1[N:42]=[CH:41][C:40]([N:43]([CH:44]([CH3:46])[CH3:45])[C:32](=[O:33])[CH2:31][N:13]2[C:12](=[O:35])[CH:11]([CH2:10][C:3]3[C:4]4[C:9](=[CH:8][CH:7]=[CH:6][CH:5]=4)[NH:1][CH:2]=3)[C:20]3[N:16]([C:17]([C:21]4[CH:26]=[CH:25][CH:24]=[CH:23][CH:22]=4)=[N:18][N:19]=3)[C:15]3[CH:27]=[CH:28][CH:29]=[CH:30][C:14]2=3)=[CH:39][CH:38]=1, predict the reactants needed to synthesize it. The reactants are: [NH:1]1[C:9]2[C:4](=[CH:5][CH:6]=[CH:7][CH:8]=2)[C:3]([CH2:10][CH:11]2[C:20]3[N:16]([C:17]([C:21]4[CH:26]=[CH:25][CH:24]=[CH:23][CH:22]=4)=[N:18][N:19]=3)[C:15]3[CH:27]=[CH:28][CH:29]=[CH:30][C:14]=3[N:13]([CH2:31][C:32](O)=[O:33])[C:12]2=[O:35])=[CH:2]1.[Cl:36][C:37]1[N:42]=[CH:41][C:40]([NH:43][CH:44]([CH3:46])[CH3:45])=[CH:39][CH:38]=1.P(Cl)(Cl)Cl. (5) Given the product [CH3:37][C:29]1[CH:30]=[C:31]([CH:35]=[CH:36][C:28]=1[N:23]1[CH2:24][CH2:25][N:20]([C:17]2[CH:18]=[CH:19][C:14]([C:13](=[O:26])[NH:12][C:9]3[CH:10]=[C:11]4[C:6]([CH:5]=[CH:4][N:3]4[CH2:1][CH3:2])=[CH:7][CH:8]=3)=[CH:15][N:16]=2)[CH2:21][CH2:22]1)[C:32]([OH:34])=[O:33], predict the reactants needed to synthesize it. The reactants are: [CH2:1]([N:3]1[C:11]2[C:6](=[CH:7][CH:8]=[C:9]([NH:12][C:13](=[O:26])[C:14]3[CH:19]=[CH:18][C:17]([N:20]4[CH2:25][CH2:24][NH:23][CH2:22][CH2:21]4)=[N:16][CH:15]=3)[CH:10]=2)[CH:5]=[CH:4]1)[CH3:2].Br[C:28]1[CH:36]=[CH:35][C:31]([C:32]([OH:34])=[O:33])=[CH:30][C:29]=1[CH3:37].C(C1C=C(NC(C2C=CC(N3CCN(C4C=CC(C(O)=O)=CC=4)CC3)=C(F)C=2)=O)C=CC=1)(C)(C)C. (6) Given the product [CH3:17][O:18][C:19]([C:21]1[CH:22]=[C:23]2[CH:29]=[N:28][N:27]([CH2:11][C:9]3[CH:10]=[C:2]([Cl:1])[CH:3]=[C:4]4[C:8]=3[N:7]([CH2:13][CH:14]([CH3:16])[CH3:15])[N:6]=[CH:5]4)[C:24]2=[N:25][CH:26]=1)=[O:20], predict the reactants needed to synthesize it. The reactants are: [Cl:1][C:2]1[CH:3]=[C:4]2[C:8](=[C:9]([CH2:11]O)[CH:10]=1)[N:7]([CH2:13][CH:14]([CH3:16])[CH3:15])[N:6]=[CH:5]2.[CH3:17][O:18][C:19]([C:21]1[CH:22]=[C:23]2[CH:29]=[N:28][NH:27][C:24]2=[N:25][CH:26]=1)=[O:20].